This data is from Full USPTO retrosynthesis dataset with 1.9M reactions from patents (1976-2016). The task is: Predict the reactants needed to synthesize the given product. Given the product [Cl:1][C:2]1[CH:3]=[CH:4][C:5]([C:20]#[N:21])=[C:6]([C:8]2[CH:13]=[CH:12][N:11]([CH:14]([CH3:18])[C:15]([NH:22][C:23]3[CH:28]=[CH:27][C:26]([C:29]4[N:33]([C:34]([O:36][C:37]([CH3:39])([CH3:38])[CH3:40])=[O:35])[NH:32][C:31](=[O:41])[CH:30]=4)=[CH:25][CH:24]=3)=[O:17])[C:10](=[O:19])[CH:9]=2)[CH:7]=1, predict the reactants needed to synthesize it. The reactants are: [Cl:1][C:2]1[CH:3]=[CH:4][C:5]([C:20]#[N:21])=[C:6]([C:8]2[CH:13]=[CH:12][N:11]([CH:14]([CH3:18])[C:15]([OH:17])=O)[C:10](=[O:19])[CH:9]=2)[CH:7]=1.[NH2:22][C:23]1[CH:28]=[CH:27][C:26]([C:29]2[N:33]([C:34]([O:36][C:37]([CH3:40])([CH3:39])[CH3:38])=[O:35])[NH:32][C:31](=[O:41])[CH:30]=2)=[CH:25][CH:24]=1.